This data is from Catalyst prediction with 721,799 reactions and 888 catalyst types from USPTO. The task is: Predict which catalyst facilitates the given reaction. (1) Reactant: C(O[CH:4]=[C:5]([C:8]#[N:9])[C:6]#[N:7])C.Cl.[NH2:11][CH2:12][CH2:13][NH:14][C:15]([C:17]1[CH:22]=[CH:21][C:20]([F:23])=[CH:19][CH:18]=1)=[O:16].C(N(CC)CC)C. Product: [C:6]([C:5]([C:8]#[N:9])=[CH:4][NH:11][CH2:12][CH2:13][NH:14][C:15]([C:17]1[CH:22]=[CH:21][C:20]([F:23])=[CH:19][CH:18]=1)=[O:16])#[N:7]. The catalyst class is: 10. (2) Reactant: [NH:1]1[CH:5]=[N:4][CH:3]=[N:2]1.C(=O)([O-])[O-].[K+].[K+].[Cl:12][C:13]1[CH:14]=[N:15][CH:16]=[CH:17][C:18]=1[CH2:19][C:20]1([C:23]2([Cl:26])[CH2:25][CH2:24]2)[CH2:22][O:21]1.CC([O-])(C)C.[K+]. Product: [Cl:26][C:23]1([C:20]([OH:21])([CH2:22][N:1]2[CH:5]=[N:4][CH:3]=[N:2]2)[CH2:19][C:18]2[CH:17]=[CH:16][N:15]=[CH:14][C:13]=2[Cl:12])[CH2:25][CH2:24]1. The catalyst class is: 9. (3) Reactant: CON(C)[C:4](=[O:24])[CH2:5][CH2:6][CH2:7][N:8]1[C:20]2[C:19]3[CH:18]=[CH:17][CH:16]=[CH:15][C:14]=3[N:13]=[CH:12][C:11]=2[N:10]=[C:9]1[CH2:21][CH2:22][CH3:23].[CH2:26]([Mg]Br)[CH2:27][CH2:28][CH2:29][CH2:30][CH3:31]. Product: [CH2:21]([C:9]1[N:8]([CH2:7][CH2:6][CH2:5][C:4](=[O:24])[CH2:26][CH2:27][CH2:28][CH2:29][CH2:30][CH3:31])[C:20]2[C:19]3[CH:18]=[CH:17][CH:16]=[CH:15][C:14]=3[N:13]=[CH:12][C:11]=2[N:10]=1)[CH2:22][CH3:23]. The catalyst class is: 27. (4) Reactant: [NH:1]1[C:9]2[C:4](=[CH:5][CH:6]=[CH:7][CH:8]=2)[C:3]([CH2:10][C:11]([OH:13])=[O:12])=[CH:2]1.C([Li])CCC.[Cl:19][C:20]1[N:21]=[C:22]2[N:26]([C:27]=1[S:28](Cl)(=[O:30])=[O:29])[CH:25]=[CH:24][S:23]2. Product: [Cl:19][C:20]1[N:21]=[C:22]2[N:26]([C:27]=1[S:28]([N:1]1[C:9]3[C:4](=[CH:5][CH:6]=[CH:7][CH:8]=3)[C:3]([CH2:10][C:11]([OH:13])=[O:12])=[CH:2]1)(=[O:30])=[O:29])[CH:25]=[CH:24][S:23]2. The catalyst class is: 1.